The task is: Predict the reactants needed to synthesize the given product.. This data is from Full USPTO retrosynthesis dataset with 1.9M reactions from patents (1976-2016). (1) Given the product [CH3:18][N:16]1[CH2:17][C:11]2[CH:10]=[C:9](/[CH:8]=[CH:7]/[C:6]([OH:22])=[O:5])[CH:21]=[N:20][C:12]=2[NH:13][C:14](=[O:19])[CH2:15]1, predict the reactants needed to synthesize it. The reactants are: C([O:5][C:6](=[O:22])/[CH:7]=[CH:8]/[C:9]1[CH:21]=[N:20][C:12]2[NH:13][C:14](=[O:19])[CH2:15][N:16]([CH3:18])[CH2:17][C:11]=2[CH:10]=1)(C)(C)C.C(O)(C(F)(F)F)=O. (2) Given the product [Br:27][C:24]1[CH:23]=[CH:22][C:21]([C:19](=[O:20])[CH2:18][NH:17][C:12]([CH2:13][N:8]([CH2:9][C:10]([OH:11])=[O:15])[C:6]([O:5][C:1]([CH3:2])([CH3:3])[CH3:4])=[O:7])=[O:14])=[CH:26][CH:25]=1, predict the reactants needed to synthesize it. The reactants are: [C:1]([O:5][C:6]([N:8]1[CH2:13][C:12](=[O:14])[O:11][C:10](=[O:15])[CH2:9]1)=[O:7])([CH3:4])([CH3:3])[CH3:2].Cl.[NH2:17][CH2:18][C:19]([C:21]1[CH:26]=[CH:25][C:24]([Br:27])=[CH:23][CH:22]=1)=[O:20].CN1CCOCC1. (3) Given the product [CH3:1][O:2][CH2:3][C@@H:4]([NH:6][C:7]([C:9]1[C:17]2[C:12](=[N:13][CH:14]=[C:15]([C:18]3[N:19]=[CH:20][N:21]4[CH:26]=[C:25]([F:27])[CH:24]=[C:23]([F:28])[C:22]=34)[N:16]=2)[NH:11][CH:10]=1)=[O:8])[CH3:5], predict the reactants needed to synthesize it. The reactants are: [CH3:1][O:2][CH2:3][C@@H:4]([NH:6][C:7]([C:9]1[C:17]2[C:12](=[N:13][CH:14]=[C:15]([C:18]3[N:19]=[CH:20][N:21]4[CH:26]=[C:25]([F:27])[CH:24]=[C:23]([F:28])[C:22]=34)[N:16]=2)[N:11](COCC[Si](C)(C)C)[CH:10]=1)=[O:8])[CH3:5].FC(F)(F)C(O)=O.C(N)CN. (4) The reactants are: [NH2:1][C@:2]1([CH2:14][OH:15])[CH2:6][CH2:5][C@H:4]([C:7]2[CH:12]=[CH:11][C:10]([Br:13])=[CH:9][CH:8]=2)[CH2:3]1.N1C=CC=CC=1.[C:22](N1C=CN=C1)(N1C=CN=C1)=[O:23]. Given the product [Br:13][C:10]1[CH:11]=[CH:12][C:7]([C@H:4]2[CH2:5][CH2:6][C@@:2]3([NH:1][C:22](=[O:23])[O:15][CH2:14]3)[CH2:3]2)=[CH:8][CH:9]=1, predict the reactants needed to synthesize it. (5) Given the product [CH2:9]([N:11]([CH2:12][CH3:13])[C:6]([C:2]1[NH:1][CH:5]=[CH:4][CH:3]=1)=[O:8])[CH3:10], predict the reactants needed to synthesize it. The reactants are: [NH:1]1[CH:5]=[CH:4][CH:3]=[C:2]1[C:6]([OH:8])=O.[CH2:9]([NH:11][CH2:12][CH3:13])[CH3:10]. (6) The reactants are: Cl[C:2]1[N:11]=[C:10]([C:12]2[CH:17]=[CH:16][C:15]([Cl:18])=[CH:14][CH:13]=2)[C:9]2[C:4](=[CH:5][CH:6]=[CH:7][CH:8]=2)[N:3]=1.[NH2:19][CH2:20][CH2:21][CH2:22][N:23]1[CH2:28][CH2:27][CH:26]([C:29]2[CH:30]=[C:31]([NH:35][C:36](=[O:38])[CH3:37])[CH:32]=[CH:33][CH:34]=2)[CH2:25][CH2:24]1. Given the product [Cl:18][C:15]1[CH:16]=[CH:17][C:12]([C:10]2[C:9]3[C:4](=[CH:5][CH:6]=[CH:7][CH:8]=3)[N:3]=[C:2]([NH:19][CH2:20][CH2:21][CH2:22][N:23]3[CH2:28][CH2:27][CH:26]([C:29]4[CH:30]=[C:31]([NH:35][C:36](=[O:38])[CH3:37])[CH:32]=[CH:33][CH:34]=4)[CH2:25][CH2:24]3)[N:11]=2)=[CH:13][CH:14]=1, predict the reactants needed to synthesize it. (7) Given the product [CH3:38][O:37][C:35](=[O:36])[CH2:34][N:14]([S:11]([C:6]1[CH:7]=[CH:8][CH:9]=[CH:10][C:5]=1[CH:4]([OH:3])[C:22]1[CH:30]=[C:29]([O:31][CH3:32])[C:25]2[O:26][CH2:27][O:28][C:24]=2[CH:23]=1)(=[O:12])=[O:13])[C:15]1[CH:20]=[CH:19][CH:18]=[CH:17][C:16]=1[CH3:21], predict the reactants needed to synthesize it. The reactants are: [H-].[Na+].[OH:3][CH:4]([C:22]1[CH:30]=[C:29]([O:31][CH3:32])[C:25]2[O:26][CH2:27][O:28][C:24]=2[CH:23]=1)[C:5]1[CH:10]=[CH:9][CH:8]=[CH:7][C:6]=1[S:11]([NH:14][C:15]1[CH:20]=[CH:19][CH:18]=[CH:17][C:16]=1[CH3:21])(=[O:13])=[O:12].Br[CH2:34][C:35]([O:37][CH3:38])=[O:36]. (8) The reactants are: [Br:1][C:2]1[N:3]=[C:4]([C@H:12]2[CH2:21][CH2:20][C@@H:19]3[N:14]([C:15](=[O:22])[CH2:16][CH2:17][CH2:18]3)[CH2:13]2)[N:5]2[CH:10]=[CH:9][N:8]=[C:7](Cl)[C:6]=12.CC(O)C.[NH4+:27].[OH-]. Given the product [NH2:27][C:7]1[C:6]2[N:5]([C:4]([C@H:12]3[CH2:21][CH2:20][C@@H:19]4[N:14]([C:15](=[O:22])[CH2:16][CH2:17][CH2:18]4)[CH2:13]3)=[N:3][C:2]=2[Br:1])[CH:10]=[CH:9][N:8]=1, predict the reactants needed to synthesize it.